From a dataset of Peptide-MHC class II binding affinity with 134,281 pairs from IEDB. Regression. Given a peptide amino acid sequence and an MHC pseudo amino acid sequence, predict their binding affinity value. This is MHC class II binding data. The peptide sequence is MIRIIAQGPKATFEA. The MHC is HLA-DQA10301-DQB10302 with pseudo-sequence HLA-DQA10301-DQB10302. The binding affinity (normalized) is 0.118.